This data is from Peptide-MHC class I binding affinity with 185,985 pairs from IEDB/IMGT. The task is: Regression. Given a peptide amino acid sequence and an MHC pseudo amino acid sequence, predict their binding affinity value. This is MHC class I binding data. (1) The peptide sequence is NHINVEGSL. The MHC is Mamu-A07 with pseudo-sequence Mamu-A07. The binding affinity (normalized) is 0.556. (2) The peptide sequence is CTFMIITSTK. The MHC is H-2-Db with pseudo-sequence H-2-Db. The binding affinity (normalized) is 0. (3) The peptide sequence is IPYLRNYMVI. The MHC is HLA-B35:01 with pseudo-sequence HLA-B35:01. The binding affinity (normalized) is 0.0121. (4) The binding affinity (normalized) is 0. The peptide sequence is ALSEIETRH. The MHC is Mamu-B03 with pseudo-sequence Mamu-B03. (5) The peptide sequence is ALDGTFQRK. The MHC is HLA-A11:01 with pseudo-sequence HLA-A11:01. The binding affinity (normalized) is 0.684.